This data is from Full USPTO retrosynthesis dataset with 1.9M reactions from patents (1976-2016). The task is: Predict the reactants needed to synthesize the given product. (1) Given the product [F:15][C:2]([F:1])([F:14])[C:3]1[NH:4][C:5]2[C:10]([CH:11]=1)=[CH:9][C:8]([CH2:12][NH2:13])=[CH:7][CH:6]=2, predict the reactants needed to synthesize it. The reactants are: [F:1][C:2]([F:15])([F:14])[C:3]1[NH:4][C:5]2[C:10]([CH:11]=1)=[CH:9][C:8]([C:12]#[N:13])=[CH:7][CH:6]=2. (2) Given the product [C:11]([O:10][C:8]([NH:1][CH2:2][C:3]([CH3:7])([CH3:6])[CH2:4][OH:5])=[O:9])([CH3:14])([CH3:13])[CH3:12], predict the reactants needed to synthesize it. The reactants are: [NH2:1][CH2:2][C:3]([CH3:7])([CH3:6])[CH2:4][OH:5].[C:8](O[C:8]([O:10][C:11]([CH3:14])([CH3:13])[CH3:12])=[O:9])([O:10][C:11]([CH3:14])([CH3:13])[CH3:12])=[O:9]. (3) The reactants are: Cl.[NH2:2][CH2:3][CH2:4][O:5][C:6]1[CH:15]=[CH:14][C:13]([Cl:16])=[CH:12][C:7]=1[C:8]([O:10][CH3:11])=[O:9].[CH3:17][N:18]=[C:19]=[O:20].Cl.[CH2:22](Cl)Cl. Given the product [Cl:16][C:13]1[CH:14]=[CH:15][C:6]([O:5][CH2:4][CH2:3][NH:2][C:19]([NH:18][CH2:17][CH3:22])=[O:20])=[C:7]([CH:12]=1)[C:8]([O:10][CH3:11])=[O:9], predict the reactants needed to synthesize it. (4) Given the product [NH:15]1[C:11]([N:9]([CH2:8][CH2:7][CH2:6][C:5]2[NH:1][N:2]=[N:3][N:4]=2)[NH2:10])=[N:12][N:13]=[N:14]1, predict the reactants needed to synthesize it. The reactants are: [NH:1]1[C:5]([CH2:6][CH2:7][CH2:8][N:9]([C:11]2[N:15](CC3C=CC(OC)=CC=3)[N:14]=[N:13][N:12]=2)[NH2:10])=[N:4][N:3]=[N:2]1.Cl. (5) Given the product [Cl:35][C:31]1[CH:30]=[C:29]([C:27]2[O:26][N:25]=[C:24]([CH:22]([CH3:23])[CH2:14][C:13]3[N:9]([CH:6]4[CH2:8][CH2:7]4)[C:10]([C:15]4[CH:20]=[CH:19][N:18]=[CH:17][CH:16]=4)=[N:11][N:12]=3)[N:28]=2)[CH:34]=[CH:33][CH:32]=1, predict the reactants needed to synthesize it. The reactants are: [Li]CCCC.[CH:6]1([N:9]2[C:13]([CH3:14])=[N:12][N:11]=[C:10]2[C:15]2[CH:20]=[CH:19][N:18]=[CH:17][CH:16]=2)[CH2:8][CH2:7]1.Br[CH:22]([C:24]1[N:28]=[C:27]([C:29]2[CH:34]=[CH:33][CH:32]=[C:31]([Cl:35])[CH:30]=2)[O:26][N:25]=1)[CH3:23]. (6) Given the product [O:18]1[C:17]2([CH2:3][CH2:2][O:1][CH2:22]2)[O:19][CH2:20][CH2:21]1, predict the reactants needed to synthesize it. The reactants are: [OH:1][C:2]1C(=O)N2C(C3(CCCC3)OCC2)=N[C:3]=1[C:17]([O:19][CH2:20][CH3:21])=[O:18].[CH2:22](O)CO. (7) Given the product [Si:1]([O:29][N:28]=[CH:27][C:12]1[C:11]([S:30]([CH3:32])=[O:31])=[C:10]([NH2:9])[N:14]([C:15]2[C:20]([Cl:21])=[CH:19][C:18]([C:22]([F:25])([F:23])[F:24])=[CH:17][C:16]=2[Cl:26])[N:13]=1)([C:4]([CH3:7])([CH3:6])[CH3:5])([CH3:3])[CH3:2], predict the reactants needed to synthesize it. The reactants are: [Si:1](Cl)([C:4]([CH3:7])([CH3:6])[CH3:5])([CH3:3])[CH3:2].[NH2:9][C:10]1[N:14]([C:15]2[C:20]([Cl:21])=[CH:19][C:18]([C:22]([F:25])([F:24])[F:23])=[CH:17][C:16]=2[Cl:26])[N:13]=[C:12]([CH:27]=[N:28][OH:29])[C:11]=1[S:30]([CH3:32])=[O:31].N1C=CN=C1.O. (8) The reactants are: [Cl:1][C:2]1[CH:7]=[CH:6][CH:5]=[CH:4][C:3]=1B(O)O.[Br:11][C:12]1[CH:17]=[CH:16][C:15]([OH:18])=[C:14]([O:19][CH3:20])[CH:13]=1. Given the product [Br:11][C:12]1[CH:17]=[CH:16][C:15]([O:18][C:3]2[CH:4]=[CH:5][CH:6]=[CH:7][C:2]=2[Cl:1])=[C:14]([O:19][CH3:20])[CH:13]=1, predict the reactants needed to synthesize it. (9) Given the product [C:51]1([O:57][C:58](=[O:59])[NH:1][C@@H:2]2[CH2:6][CH2:5][N:4]([C:7]3[N:15]=[C:14]4[C:10]([N:11]=[CH:12][N:13]4[C@@H:16]4[CH2:20][C@H:19]([NH:21][C:22](=[O:25])[CH2:23][CH3:24])[C@@H:18]([OH:26])[C@H:17]4[OH:27])=[C:9]([NH:28][CH2:29][CH:30]([C:31]4[CH:36]=[CH:35][C:34]([OH:37])=[CH:33][CH:32]=4)[C:38]4[CH:43]=[CH:42][C:41]([OH:44])=[CH:40][CH:39]=4)[N:8]=3)[CH2:3]2)[CH:56]=[CH:55][CH:54]=[CH:53][CH:52]=1, predict the reactants needed to synthesize it. The reactants are: [NH2:1][C@@H:2]1[CH2:6][CH2:5][N:4]([C:7]2[N:15]=[C:14]3[C:10]([N:11]=[CH:12][N:13]3[C@@H:16]3[CH2:20][C@H:19]([NH:21][C:22](=[O:25])[CH2:23][CH3:24])[C@@H:18]([OH:26])[C@H:17]3[OH:27])=[C:9]([NH:28][CH2:29][CH:30]([C:38]3[CH:43]=[CH:42][C:41]([OH:44])=[CH:40][CH:39]=3)[C:31]3[CH:36]=[CH:35][C:34]([OH:37])=[CH:33][CH:32]=3)[N:8]=2)[CH2:3]1.C(=O)([O-])[O-].[K+].[K+].[C:51]1([O:57][C:58](Cl)=[O:59])[CH:56]=[CH:55][CH:54]=[CH:53][CH:52]=1.